This data is from Full USPTO retrosynthesis dataset with 1.9M reactions from patents (1976-2016). The task is: Predict the reactants needed to synthesize the given product. (1) Given the product [Cl:20][C:11]1[CH:10]=[C:9]([NH:1][C@H:2]2[CH2:6][CH2:5][CH:4]([OH:7])[CH2:3]2)[C:14]([C:15]([O:17][CH2:18][CH3:19])=[O:16])=[CH:13][N:12]=1, predict the reactants needed to synthesize it. The reactants are: [NH2:1][CH:2]1[CH2:6][CH2:5][CH:4]([OH:7])[CH2:3]1.Cl[C:9]1[C:14]([C:15]([O:17][CH2:18][CH3:19])=[O:16])=[CH:13][N:12]=[C:11]([Cl:20])[CH:10]=1.C(O)(C(F)(F)F)=O. (2) Given the product [S:1]1[C:5]([C:6]([C:8]2[N:9]=[CH:10][N:11]3[CH:15]=[C:14]([Sn:20]([CH2:21][CH2:22][CH2:23][CH3:24])([CH2:25][CH2:26][CH2:27][CH3:28])[CH2:16][CH2:17][CH2:18][CH3:19])[S:13][C:12]=23)=[O:7])=[CH:4][N:3]=[CH:2]1, predict the reactants needed to synthesize it. The reactants are: [S:1]1[C:5]([C:6]([C:8]2[N:9]=[CH:10][N:11]3[CH:15]=[CH:14][S:13][C:12]=23)=[O:7])=[CH:4][N:3]=[CH:2]1.[CH2:16]([Sn:20](Cl)([CH2:25][CH2:26][CH2:27][CH3:28])[CH2:21][CH2:22][CH2:23][CH3:24])[CH2:17][CH2:18][CH3:19].C[Si]([N-][Si](C)(C)C)(C)C.[Li+].C1COCC1. (3) The reactants are: [CH2:1]([OH:3])[CH3:2].[C:4]([NH:7][C:8]1[C:9](CC)=[C:10]([CH:14]=[CH:15][C:16]=1[N+:17]([O-])=O)[C:11]([O-])=[O:12])(=O)[CH3:5]. Given the product [CH2:1]([O:3][C:11]([C:10]1[CH:14]=[CH:15][C:16]2[N:17]=[C:4]([CH3:5])[NH:7][C:8]=2[CH:9]=1)=[O:12])[CH3:2], predict the reactants needed to synthesize it. (4) Given the product [CH3:15][S:16]([O:7][CH2:6][CH:3]1[CH2:4][CH2:5][O:1][CH2:2]1)(=[O:18])=[O:17], predict the reactants needed to synthesize it. The reactants are: [O:1]1[CH2:5][CH2:4][C@@H:3]([CH2:6][OH:7])[CH2:2]1.C(N(CC)CC)C.[CH3:15][S:16](Cl)(=[O:18])=[O:17]. (5) Given the product [C:1]([O:5][C:6]([N:8]1[CH2:9][CH2:10][CH:11]([O:14][C:15]2[C:20]([F:44])=[C:19]([N:21]3[C:29]4[C:24](=[CH:25][C:26]([S:30]([CH3:33])(=[O:31])=[O:32])=[CH:27][CH:28]=4)[CH2:23][CH2:22]3)[N:18]=[CH:17][N:16]=2)[CH2:12][CH2:13]1)=[O:7])([CH3:4])([CH3:3])[CH3:2], predict the reactants needed to synthesize it. The reactants are: [C:1]([O:5][C:6]([N:8]1[CH2:13][CH2:12][CH:11]([O:14][C:15]2[CH:20]=[C:19]([N:21]3[C:29]4[C:24](=[CH:25][C:26]([S:30]([CH3:33])(=[O:32])=[O:31])=[CH:27][CH:28]=4)[CH2:23][CH2:22]3)[N:18]=[CH:17][N:16]=2)[CH2:10][CH2:9]1)=[O:7])([CH3:4])([CH3:3])[CH3:2].C1C=CC(S(N(S(C2C=CC=CC=2)(=O)=O)[F:44])(=O)=O)=CC=1. (6) Given the product [Cl:25][C:26]1[CH:27]=[C:28]([CH:31]=[CH:32][C:33]=1[C:34]1([CH3:37])[CH2:36][CH2:35]1)[CH2:29][NH:48][CH2:47][CH2:46][C:41]1[CH:42]=[CH:43][C:44]([Cl:45])=[C:39]([Cl:38])[CH:40]=1, predict the reactants needed to synthesize it. The reactants are: C1(C2C=CC(CNCCC3C=CC(F)=C(C(F)(F)F)C=3)=CC=2)CC1.[Cl:25][C:26]1[CH:27]=[C:28]([CH:31]=[CH:32][C:33]=1[C:34]1([CH3:37])[CH2:36][CH2:35]1)[CH:29]=O.[Cl:38][C:39]1[CH:40]=[C:41]([CH2:46][CH2:47][NH2:48])[CH:42]=[CH:43][C:44]=1[Cl:45].[BH4-].[Na+]. (7) The reactants are: [C:1](Cl)(=O)[C:2]([Cl:4])=[O:3].[NH2:7][S:8]([C:11]1[C:12]([Cl:38])=[CH:13][C:14]([NH:31][CH2:32][C:33]2[O:34][CH:35]=[CH:36][CH:37]=2)=[C:15]([CH:30]=1)[C:16]([O:18][CH2:19][CH2:20][CH2:21][O:22][C:23](=[O:29])[CH2:24]CC(O)=O)=[O:17])(=[O:10])=[O:9]. Given the product [NH2:7][S:8]([C:11]1[C:12]([Cl:38])=[CH:13][C:14]([NH:31][CH2:32][C:33]2[O:34][CH:35]=[CH:36][CH:37]=2)=[C:15]([CH:30]=1)[C:16]([O:18][CH2:19][CH2:20][CH2:21][O:22][C:23](=[O:29])[CH2:24][CH2:1][C:2]([Cl:4])=[O:3])=[O:17])(=[O:9])=[O:10], predict the reactants needed to synthesize it. (8) Given the product [CH3:29][O:28][C:18]1[CH:19]=[C:20]([NH:23][C:24](=[O:27])[CH:25]=[CH2:26])[CH:21]=[CH:22][C:17]=1[S:14]([N:11]1[CH2:10][CH2:9][NH:8][CH2:13][CH2:12]1)(=[O:16])=[O:15], predict the reactants needed to synthesize it. The reactants are: C(OC([N:8]1[CH2:13][CH2:12][N:11]([S:14]([C:17]2[CH:22]=[CH:21][C:20]([NH:23][C:24](=[O:27])[CH:25]=[CH2:26])=[CH:19][C:18]=2[O:28][CH3:29])(=[O:16])=[O:15])[CH2:10][CH2:9]1)=O)(C)(C)C.FC(F)(F)C(O)=O. (9) The reactants are: Br[C:2]1[N:10]([CH2:11][C:12]2[CH:17]=[CH:16][CH:15]=[CH:14][C:13]=2[Cl:18])[C:9]2[C:8](=[O:19])[NH:7][C:6](=[O:20])[N:5]([CH3:21])[C:4]=2[N:3]=1.[C@@H:22]1([NH2:30])[CH2:28][CH2:27][CH2:26][CH2:25][CH2:24][C@@H:23]1[NH2:29]. Given the product [NH2:29][C@H:23]1[CH2:24][CH2:25][CH2:26][CH2:27][CH2:28][C@H:22]1[NH:30][C:2]1[N:10]([CH2:11][C:12]2[CH:17]=[CH:16][CH:15]=[CH:14][C:13]=2[Cl:18])[C:9]2[C:8](=[O:19])[NH:7][C:6](=[O:20])[N:5]([CH3:21])[C:4]=2[N:3]=1, predict the reactants needed to synthesize it. (10) Given the product [Cl:1][C:2]1[CH:3]=[CH:4][C:5]([CH:8]([CH:11]([C:15]2[CH:16]=[CH:17][C:18]([C:19]([NH:21][CH2:22][CH2:23][C:24]([O:26][CH3:27])=[O:25])=[O:20])=[CH:28][CH:29]=2)[CH2:12][CH2:13][CH3:14])[CH2:9][O:10][CH2:31][C:32]2[CH:37]=[CH:36][C:35]([O:38][C:39]([F:40])([F:41])[F:42])=[CH:34][CH:33]=2)=[CH:6][CH:7]=1, predict the reactants needed to synthesize it. The reactants are: [Cl:1][C:2]1[CH:7]=[CH:6][C:5]([CH:8]([CH:11]([C:15]2[CH:29]=[CH:28][C:18]([C:19]([NH:21][CH2:22][CH2:23][C:24]([O:26][CH3:27])=[O:25])=[O:20])=[CH:17][CH:16]=2)[CH2:12][CH2:13][CH3:14])[CH2:9][OH:10])=[CH:4][CH:3]=1.Br[CH2:31][C:32]1[CH:37]=[CH:36][C:35]([O:38][C:39]([F:42])([F:41])[F:40])=[CH:34][CH:33]=1.